Dataset: Reaction yield outcomes from USPTO patents with 853,638 reactions. Task: Predict the reaction yield, written as a fraction of the theoretical maximum amount of product (1.0 means a 100% yield; for example, 0.34 means a 34% yield). (1) The reactants are Cl[C:2]1[C:3]([CH:8]2[CH2:11][N:10]([C:12]3[CH:21]=[CH:20][C:19]4[C:14](=[CH:15][CH:16]=[CH:17][CH:18]=4)[N:13]=3)[CH2:9]2)=[N:4][CH:5]=[CH:6][N:7]=1.[NH:22]1[CH2:27][CH2:26][CH:25]([C:28](=[O:30])[CH3:29])[CH2:24][CH2:23]1.CCN(CC)CC. The catalyst is CS(C)=O.O. The product is [N:13]1[C:14]2[C:19](=[CH:18][CH:17]=[CH:16][CH:15]=2)[CH:20]=[CH:21][C:12]=1[N:10]1[CH2:11][CH:8]([C:3]2[C:2]([N:22]3[CH2:27][CH2:26][CH:25]([C:28](=[O:30])[CH3:29])[CH2:24][CH2:23]3)=[N:7][CH:6]=[CH:5][N:4]=2)[CH2:9]1. The yield is 0.629. (2) The reactants are [CH3:1][C:2]([CH3:5])([O-:4])[CH3:3].[K+].[C:7]1(=[O:14])[O:13][C:11](=[O:12])[CH2:10][CH2:9][CH2:8]1. The catalyst is C1COCC1. The product is [C:2]([O:4][C:7](=[O:14])[CH2:8][CH2:9][CH2:10][C:11]([OH:13])=[O:12])([CH3:5])([CH3:3])[CH3:1]. The yield is 0.350. (3) The reactants are O=C(Cl)[O:3][C:4](Cl)(Cl)Cl.[F:9][C:10]1[CH:15]=[CH:14][C:13]([NH:16][CH2:17][C:18]2[C:19]([NH:28][CH3:29])=[CH:20][C:21]([N:24]([O:26][CH3:27])[CH3:25])=[N:22][CH:23]=2)=[CH:12][C:11]=1[N+:30]([O-:32])=[O:31].CCN(CC)CC.C([O-])([O-])=O.[Na+].[Na+]. The catalyst is O1CCOCC1.O. The product is [F:9][C:10]1[CH:15]=[CH:14][C:13]([N:16]2[CH2:17][C:18]3[CH:23]=[N:22][C:21]([N:24]([O:26][CH3:27])[CH3:25])=[CH:20][C:19]=3[N:28]([CH3:29])[C:4]2=[O:3])=[CH:12][C:11]=1[N+:30]([O-:32])=[O:31]. The yield is 0.650. (4) The catalyst is CN(C=O)C.C(OCC)(=O)C.O. The reactants are Cl[C:2]1[CH:3]=[C:4]([C:11]([CH3:24])([CH3:23])[C:12]([N:14]([CH2:19][CH:20]([CH3:22])[CH3:21])[CH2:15][CH:16]([CH3:18])[CH3:17])=[O:13])[CH:5]=[CH:6][C:7]=1[N+:8]([O-:10])=[O:9].[CH3:25][N:26]([CH3:31])[CH2:27][CH2:28][CH2:29][NH2:30].C(=O)([O-])[O-].[K+].[K+]. The yield is 0.480. The product is [CH3:25][N:26]([CH3:31])[CH2:27][CH2:28][CH2:29][NH:30][C:2]1[CH:3]=[C:4]([C:11]([CH3:24])([CH3:23])[C:12]([N:14]([CH2:19][CH:20]([CH3:22])[CH3:21])[CH2:15][CH:16]([CH3:18])[CH3:17])=[O:13])[CH:5]=[CH:6][C:7]=1[N+:8]([O-:10])=[O:9]. (5) The reactants are C(O[C:5](=[O:7])[CH3:6])(=O)C.[Cl:8][C:9]1[C:18]2[CH2:17][NH:16][CH2:15][CH2:14][C:13]=2[N:12]=[C:11]2[CH:19]=[CH:20][C:21]([C:23]#[N:24])=[CH:22][C:10]=12.O. The catalyst is C(Cl)Cl. The product is [C:5]([N:16]1[CH2:15][CH2:14][C:13]2[N:12]=[C:11]3[CH:19]=[CH:20][C:21]([C:23]#[N:24])=[CH:22][C:10]3=[C:9]([Cl:8])[C:18]=2[CH2:17]1)(=[O:7])[CH3:6]. The yield is 0.770. (6) The reactants are [H-].[Na+].[Br:3][C:4]1[CH:5]=[C:6]([CH:16]=[CH:17][CH:18]=1)[CH2:7][NH:8][C:9](=[O:15])[O:10][C:11]([CH3:14])([CH3:13])[CH3:12].[CH3:19]I. The catalyst is CN(C=O)C. The product is [Br:3][C:4]1[CH:5]=[C:6]([CH:16]=[CH:17][CH:18]=1)[CH2:7][N:8]([CH3:19])[C:9](=[O:15])[O:10][C:11]([CH3:14])([CH3:13])[CH3:12]. The yield is 0.920. (7) The reactants are [NH2:1][C:2]1[CH:7]=[CH:6][C:5]([C:8]2[C:9]([NH2:17])=[N:10][C:11]([NH2:16])=[N:12][C:13]=2[CH2:14]C)=[CH:4][CH:3]=1.[OH:18][C:19]1([C:22]([OH:24])=O)[CH2:21][CH2:20]1.C1[C:33]2[C:28](=[CH:29][CH:30]=[CH:31][CH:32]=2)[CH2:27]C1C(O)=O.CN(C([O:44]N1N=NC2C=CC=NC1=2)=[N+](C)C)C.F[P-](F)(F)(F)(F)F.CN(C(ON1N=NC2C=CC=CC1=2)=[N+](C)C)C.[B-](F)(F)(F)F. No catalyst specified. The product is [NH2:16][C:11]1[N:10]=[C:9]([NH2:17])[C:8]([C:5]2[CH:4]=[CH:3][C:2]([NH:1][C:22]([C:19]3([OH:18])[CH2:21][CH2:20]3)=[O:24])=[CH:7][CH:6]=2)=[C:13]([CH2:14][O:44][CH2:27][C:28]2[CH:33]=[CH:32][CH:31]=[CH:30][CH:29]=2)[N:12]=1. The yield is 0.380. (8) The reactants are [S:1]1[CH:5]=[CH:4][CH:3]=[C:2]1[C:6]([OH:8])=O.CN(C(ON1N=NC2C=CC=CC1=2)=[N+](C)C)C.F[P-](F)(F)(F)(F)F.C1C=CC2N(O)N=NC=2C=1.C(N(CC)CC)C.[CH3:50][O:51][C:52](=[O:78])[C@@H:53]([NH:56][C:57]([C:59]1[C:60]([CH3:77])=[N:61][C:62]([NH:66][CH2:67][CH2:68][CH2:69][C:70]2[CH:75]=[CH:74][CH:73]=[C:72]([OH:76])[CH:71]=2)=[N:63][C:64]=1[CH3:65])=[O:58])[CH2:54][NH2:55]. The catalyst is CN(C=O)C. The product is [CH3:50][O:51][C:52](=[O:78])[C@@H:53]([NH:56][C:57]([C:59]1[C:60]([CH3:77])=[N:61][C:62]([NH:66][CH2:67][CH2:68][CH2:69][C:70]2[CH:75]=[CH:74][CH:73]=[C:72]([OH:76])[CH:71]=2)=[N:63][C:64]=1[CH3:65])=[O:58])[CH2:54][NH:55][C:6]([C:2]1[S:1][CH:5]=[CH:4][CH:3]=1)=[O:8]. The yield is 0.620. (9) The product is [C:15]([O:14][C:11](=[O:13])[CH2:12][CH:33]([C:23]1[C:24]([NH:26][C:27](=[O:32])[C:28]([CH3:30])([CH3:29])[CH3:31])=[N:25][C:20]([Cl:19])=[CH:21][CH:22]=1)[OH:34])([CH3:18])([CH3:17])[CH3:16]. The catalyst is C1COCC1.C(OCC)(=O)C.[Cl-].[Na+].O. The reactants are C[Si](C)(C)N[Si](C)(C)C.[Li].[C:11]([O:14][C:15]([CH3:18])([CH3:17])[CH3:16])(=[O:13])[CH3:12].[Cl:19][C:20]1[N:25]=[C:24]([NH:26][C:27](=[O:32])[C:28]([CH3:31])([CH3:30])[CH3:29])[C:23]([CH:33]=[O:34])=[CH:22][CH:21]=1.O. The yield is 0.790.